From a dataset of Full USPTO retrosynthesis dataset with 1.9M reactions from patents (1976-2016). Predict the reactants needed to synthesize the given product. (1) Given the product [C:9]([C:8]1[CH:12]=[CH:13][C:5]([O:4][CH:1]([CH3:3])[CH3:2])=[C:6]([NH:14][C:15]2[S:16][CH:19]=[C:20]([C:22]3[S:26][C:25]([NH:27][C:28]([CH:30]4[CH2:35][CH2:34][N:33]([CH3:36])[CH2:32][CH2:31]4)=[O:29])=[N:24][C:23]=3[CH3:37])[N:17]=2)[CH:7]=1)(=[O:10])[NH2:11], predict the reactants needed to synthesize it. The reactants are: [CH:1]([O:4][C:5]1[CH:13]=[CH:12][C:8]([C:9]([NH2:11])=[O:10])=[CH:7][C:6]=1[NH:14][C:15]([NH2:17])=[S:16])([CH3:3])[CH3:2].Br[CH2:19][C:20]([C:22]1[S:26][C:25]([NH:27][C:28]([CH:30]2[CH2:35][CH2:34][N:33]([CH3:36])[CH2:32][CH2:31]2)=[O:29])=[N:24][C:23]=1[CH3:37])=O.Br. (2) The reactants are: [NH2:1][C:2]1[CH:11]=[CH:10][C:5]([C:6]([O:8][CH3:9])=[O:7])=[C:4]([CH3:12])[N:3]=1.Cl[CH2:14][CH2:15][CH2:16][S:17](Cl)(=[O:19])=[O:18]. Given the product [O:18]=[S:17]1(=[O:19])[CH2:16][CH2:15][CH2:14][N:1]1[C:2]1[CH:11]=[CH:10][C:5]([C:6]([O:8][CH3:9])=[O:7])=[C:4]([CH3:12])[N:3]=1, predict the reactants needed to synthesize it. (3) Given the product [I:1][C:2]1[CH:3]=[C:4]([NH2:28])[C:5]([NH:8][CH2:9][C:10]2[CH:15]=[CH:14][C:13]([O:16][CH2:17][C:18]3[CH:19]=[N:20][C:21]([O:24][CH3:25])=[CH:22][CH:23]=3)=[C:12]([O:26][CH3:27])[CH:11]=2)=[N:6][CH:7]=1, predict the reactants needed to synthesize it. The reactants are: [I:1][C:2]1[CH:3]=[C:4]([N+:28]([O-])=O)[C:5]([NH:8][CH2:9][C:10]2[CH:15]=[CH:14][C:13]([O:16][CH2:17][C:18]3[CH:19]=[N:20][C:21]([O:24][CH3:25])=[CH:22][CH:23]=3)=[C:12]([O:26][CH3:27])[CH:11]=2)=[N:6][CH:7]=1. (4) Given the product [CH3:42][C:38]1[N:37]=[C:36]([C:28]2[N:29]=[C:30]3[CH:35]=[CH:34][CH:33]=[CH:32][N:31]3[C:27]=2[C:25]2[CH:24]=[CH:23][N:22]=[C:21]([NH:16][C:13]3[NH:12][N:11]=[CH:15][CH:14]=3)[N:26]=2)[CH:41]=[CH:40][CH:39]=1, predict the reactants needed to synthesize it. The reactants are: C[Si]([N-][Si](C)(C)C)(C)C.[K+].[N:11]1[NH:12][C:13]([NH2:16])=[CH:14][CH:15]=1.CS([C:21]1[N:26]=[C:25]([C:27]2[N:31]3[CH:32]=[CH:33][CH:34]=[CH:35][C:30]3=[N:29][C:28]=2[C:36]2[CH:41]=[CH:40][CH:39]=[C:38]([CH3:42])[N:37]=2)[CH:24]=[CH:23][N:22]=1)(=O)=O. (5) Given the product [CH:3]1([N:7]2[CH2:8][CH2:9][C:10]3[CH:17]=[CH:16][C:15]([O:18][C:20]4[CH:25]=[N:24][C:23]([N:26]5[CH2:27][CH2:28][CH2:29][CH2:30][CH2:31]5)=[N:22][CH:21]=4)=[CH:14][C:11]=3[CH2:12][CH2:13]2)[CH2:6][CH2:5][CH2:4]1, predict the reactants needed to synthesize it. The reactants are: [H-].[Na+].[CH:3]1([N:7]2[CH2:13][CH2:12][C:11]3[CH:14]=[C:15]([OH:18])[CH:16]=[CH:17][C:10]=3[CH2:9][CH2:8]2)[CH2:6][CH2:5][CH2:4]1.Br[C:20]1[CH:21]=[N:22][C:23]([N:26]2[CH2:31][CH2:30][CH2:29][CH2:28][CH2:27]2)=[N:24][CH:25]=1. (6) Given the product [OH:19][C:4]1[C:3]([NH:2][N:20]=[C:26]2[C:27](=[O:43])[N:28]([C:30]3[CH:31]=[C:32]4[C:36](=[CH:37][CH:38]=3)[C:35]([CH3:40])([CH3:39])[CH2:34][C:33]4([CH3:42])[CH3:41])[N:29]=[C:25]2[CH3:24])=[CH:8][C:7]([CH3:9])=[CH:6][C:5]=1[C:10]1[CH:15]=[CH:14][CH:13]=[C:12]([C:16]([OH:18])=[O:17])[CH:11]=1, predict the reactants needed to synthesize it. The reactants are: Cl.[NH2:2][C:3]1[C:4]([OH:19])=[C:5]([C:10]2[CH:15]=[CH:14][CH:13]=[C:12]([C:16]([OH:18])=[O:17])[CH:11]=2)[CH:6]=[C:7]([CH3:9])[CH:8]=1.[N:20]([O-])=O.[Na+].[CH3:24][C:25]1[CH2:26][C:27](=[O:43])[N:28]([C:30]2[CH:31]=[C:32]3[C:36](=[CH:37][CH:38]=2)[C:35]([CH3:40])([CH3:39])[CH2:34][C:33]3([CH3:42])[CH3:41])[N:29]=1.C(=O)(O)[O-].[Na+].